Dataset: Catalyst prediction with 721,799 reactions and 888 catalyst types from USPTO. Task: Predict which catalyst facilitates the given reaction. (1) Reactant: [C:1]([O:4][C:5]1[CH:14]=[C:13]([Br:15])[C:12]([CH3:16])=[CH:11][C:6]=1[C:7]([O:9][CH3:10])=[O:8])(=[O:3])[CH3:2].C1C(=O)N([Br:24])C(=O)C1.C(OOC(=O)C1C=CC=CC=1)(=O)C1C=CC=CC=1. Product: [C:1]([O:4][C:5]1[CH:14]=[C:13]([Br:15])[C:12]([CH2:16][Br:24])=[CH:11][C:6]=1[C:7]([O:9][CH3:10])=[O:8])(=[O:3])[CH3:2]. The catalyst class is: 53. (2) Reactant: Br[C:2]1[CH:3]=[C:4]([Cl:31])[C:5](=[O:30])[N:6]([CH2:18][CH2:19][C:20]2[CH:29]=[CH:28][C:23]([C:24]([O:26][CH3:27])=[O:25])=[CH:22][CH:21]=2)[C:7]=1[CH2:8][N:9]1[CH2:13][CH2:12][CH2:11][C@@H:10]1[CH2:14][CH:15]([CH3:17])[CH3:16].[CH3:32]B(O)O.P([O-])([O-])([O-])=O.[K+].[K+].[K+].O. Product: [Cl:31][C:4]1[C:5](=[O:30])[N:6]([CH2:18][CH2:19][C:20]2[CH:29]=[CH:28][C:23]([C:24]([O:26][CH3:27])=[O:25])=[CH:22][CH:21]=2)[C:7]([CH2:8][N:9]2[CH2:13][CH2:12][CH2:11][C@@H:10]2[CH2:14][CH:15]([CH3:17])[CH3:16])=[C:2]([CH3:32])[CH:3]=1. The catalyst class is: 155. (3) Reactant: Br[C:2]1[CH:7]=[CH:6][C:5]([CH3:8])=[CH:4][N:3]=1.[NH:9]1[CH2:14][CH2:13][CH:12]([NH:15][C:16](=[O:22])[O:17][C:18]([CH3:21])([CH3:20])[CH3:19])[CH2:11][CH2:10]1.C1CCN2C(=NCCC2)CC1.CCOC(C)=O. Product: [CH3:8][C:5]1[CH:6]=[CH:7][C:2]([N:9]2[CH2:10][CH2:11][CH:12]([NH:15][C:16](=[O:22])[O:17][C:18]([CH3:20])([CH3:19])[CH3:21])[CH2:13][CH2:14]2)=[N:3][CH:4]=1. The catalyst class is: 16. (4) Reactant: [CH2:1]([O:8][C:9]1[C:36]([CH3:37])=[CH:35][C:12]([C:13]([NH:15][CH2:16][C:17](OCC)([O:29]CC)[C:18]2[CH:23]=[C:22]([CH3:24])[N:21]=[C:20]([NH:25][CH:26]([CH3:28])[CH3:27])[N:19]=2)=[O:14])=[CH:11][C:10]=1[CH2:38][CH3:39])[C:2]1[CH:7]=[CH:6][CH:5]=[CH:4][CH:3]=1.[OH-].[Na+]. The catalyst class is: 295. Product: [CH2:1]([O:8][C:9]1[C:36]([CH3:37])=[CH:35][C:12]([C:13]([NH:15][CH2:16][C:17]([C:18]2[CH:23]=[C:22]([CH3:24])[N:21]=[C:20]([NH:25][CH:26]([CH3:28])[CH3:27])[N:19]=2)=[O:29])=[O:14])=[CH:11][C:10]=1[CH2:38][CH3:39])[C:2]1[CH:3]=[CH:4][CH:5]=[CH:6][CH:7]=1.